This data is from Full USPTO retrosynthesis dataset with 1.9M reactions from patents (1976-2016). The task is: Predict the reactants needed to synthesize the given product. (1) Given the product [C:5]1(=[O:2])[CH:8]2[CH2:9][C:10]3[CH:11]=[CH:12][CH:13]=[CH:14][C:15]=3[CH:7]2[CH2:6][NH:16]1, predict the reactants needed to synthesize it. The reactants are: S(Cl)(Cl)=[O:2].[C:5]1(=[N:16]O)[CH:8]2[CH2:9][C:10]3[CH:11]=[CH:12][CH:13]=[CH:14][C:15]=3[CH:7]2[CH2:6]1. (2) Given the product [CH3:1][O:2][C:3]([NH:5][C@H:6]([C:20]([NH:22][C:23]1[CH:28]=[CH:27][CH:26]=[CH:25][C:24]=1[CH2:29][CH2:30][C@H:31]1[O:36][CH2:35][C@@H:34]([CH2:37][NH:38][S:39]([C:42]2[CH:47]=[CH:46][CH:45]=[CH:44][CH:43]=2)(=[O:40])=[O:41])[NH:33][CH2:32]1)=[O:21])[CH:7]([C:14]1[CH:15]=[CH:16][CH:17]=[CH:18][CH:19]=1)[C:8]1[CH:13]=[CH:12][CH:11]=[CH:10][CH:9]=1)=[O:4].[C:58]([OH:64])([C:60]([F:63])([F:62])[F:61])=[O:59], predict the reactants needed to synthesize it. The reactants are: [CH3:1][O:2][C:3]([NH:5][C@H:6]([C:20]([NH:22][C:23]1[CH:28]=[CH:27][CH:26]=[CH:25][C:24]=1[CH2:29][CH2:30][C@H:31]1[O:36][CH2:35][C@@H:34]([CH2:37][NH:38][S:39]([C:42]2[CH:47]=[CH:46][CH:45]=[CH:44][CH:43]=2)(=[O:41])=[O:40])[N:33](C(OC(C)(C)C)=O)[CH2:32]1)=[O:21])[CH:7]([C:14]1[CH:19]=[CH:18][CH:17]=[CH:16][CH:15]=1)[C:8]1[CH:13]=[CH:12][CH:11]=[CH:10][CH:9]=1)=[O:4].C(Cl)Cl.[C:58]([OH:64])([C:60]([F:63])([F:62])[F:61])=[O:59].